This data is from CYP2C9 inhibition data for predicting drug metabolism from PubChem BioAssay. The task is: Regression/Classification. Given a drug SMILES string, predict its absorption, distribution, metabolism, or excretion properties. Task type varies by dataset: regression for continuous measurements (e.g., permeability, clearance, half-life) or binary classification for categorical outcomes (e.g., BBB penetration, CYP inhibition). Dataset: cyp2c9_veith. (1) The drug is O=C(O)C1C2C=CC(C2)C1C(=O)N1CCN(C/C=C/c2ccccc2)CC1. The result is 0 (non-inhibitor). (2) The molecule is COc1ccc(Cl)cc1S(=O)(=O)N1CCN(C(=O)c2cc(OC)c(OC)c(OC)c2)CC1. The result is 1 (inhibitor).